This data is from Reaction yield outcomes from USPTO patents with 853,638 reactions. The task is: Predict the reaction yield, written as a fraction of the theoretical maximum amount of product (1.0 means a 100% yield; for example, 0.34 means a 34% yield). (1) The reactants are [O:1]=[C:2]1[NH:7][C:6]2[CH:8]=[C:9]([C:12](OC)=[O:13])[CH:10]=[N:11][C:5]=2[N:4]2[CH:16]=[CH:17][CH:18]=[C:3]12.[H-].[Na+].[H-].[Al+3].[Li+].[H-].[H-].[H-]. The catalyst is C1COCC1.CO.O. The product is [OH:13][CH2:12][C:9]1[CH:10]=[N:11][C:5]2[N:4]3[CH:16]=[CH:17][CH:18]=[C:3]3[C:2](=[O:1])[NH:7][C:6]=2[CH:8]=1. The yield is 0.483. (2) The reactants are [C:1]12([O:11][CH2:12][CH2:13][O:14][CH2:15][CH2:16][O:17][CH2:18][CH2:19][O:20][CH2:21][CH2:22][O:23][CH2:24][CH2:25][O:26][CH2:27][CH2:28][OH:29])[CH2:10][CH:5]3[CH2:6][CH:7]([CH2:9][CH:3]([CH2:4]3)[CH2:2]1)[CH2:8]2.C(N(CC)CC)C.[CH3:37][S:38](Cl)(=[O:40])=[O:39]. The catalyst is C(Cl)Cl.C(O)(=O)CC(CC(O)=O)(C(O)=O)O. The product is [CH3:37][S:38]([O:29][CH2:28][CH2:27][O:26][CH2:25][CH2:24][O:23][CH2:22][CH2:21][O:20][CH2:19][CH2:18][O:17][CH2:16][CH2:15][O:14][CH2:13][CH2:12][O:11][C:1]12[CH2:10][CH:5]3[CH2:4][CH:3]([CH2:9][CH:7]([CH2:6]3)[CH2:8]1)[CH2:2]2)(=[O:40])=[O:39]. The yield is 0.410. (3) The reactants are [F:1][C:2]1[CH:3]=[C:4]([CH:7]=[CH:8][C:9]=1[OH:10])[CH:5]=[O:6].C(=O)([O-])[O-].[K+].[K+].Br[CH2:18][C:19]1[CH:24]=[CH:23][C:22]([C:25]([F:28])([F:27])[F:26])=[CH:21][C:20]=1[C:29]([F:32])([F:31])[F:30].O. The catalyst is CN(C=O)C. The product is [F:30][C:29]([F:31])([F:32])[C:20]1[CH:21]=[C:22]([C:25]([F:28])([F:26])[F:27])[CH:23]=[CH:24][C:19]=1[CH2:18][O:10][C:9]1[CH:8]=[CH:7][C:4]([CH:5]=[O:6])=[CH:3][C:2]=1[F:1]. The yield is 0.990. (4) The reactants are [Cl:1][C:2]1[CH:11]=[C:10]([Cl:12])[C:9]2[C:4](=[CH:5][CH:6]=[CH:7][CH:8]=2)[C:3]=1[OH:13].F[C:15]1[CH:20]=[CH:19][CH:18]=[CH:17][C:16]=1[N+:21]([O-:23])=[O:22].[Cl:24][C:25]1[CH:34]=[C:33]([Cl:35])[C:32]2[C:27](=[CH:28][CH:29]=[CH:30][CH:31]=2)[C:26]=1[O:36][C:37]1[CH:43]=[CH:42][CH:41]=[CH:40][C:38]=1[NH2:39].[NH2:44][C:45]1[S:46][CH:47]=[CH:48][N:49]=1. No catalyst specified. The product is [Cl:1][C:2]1[CH:11]=[C:10]([Cl:12])[C:9]2[C:4](=[CH:5][CH:6]=[CH:7][CH:8]=2)[C:3]=1[O:13][C:15]1[CH:20]=[CH:19][CH:18]=[CH:17][C:16]=1[N+:21]([O-:23])=[O:22].[Cl:24][C:25]1[CH:34]=[C:33]([Cl:35])[C:32]2[C:27](=[CH:28][CH:29]=[CH:30][CH:31]=2)[C:26]=1[O:36][C:37]1[CH:43]=[CH:42][CH:41]=[CH:40][C:38]=1[NH:39][C:3]([NH:44][C:45]1[S:46][CH:47]=[CH:48][N:49]=1)=[O:13]. The yield is 0.600. (5) The reactants are C[O:2][C:3](=[O:35])[C@@H:4]([NH:24][C:25](=[O:34])[C:26]1[CH:31]=[C:30]([Cl:32])[CH:29]=[CH:28][C:27]=1[NH2:33])[CH2:5][C:6]1[CH:11]=[CH:10][C:9]([C:12]2[CH:17]=[CH:16][C:15]([CH:18]3[CH2:23][CH2:22][CH2:21][CH2:20][CH2:19]3)=[CH:14][CH:13]=2)=[CH:8][CH:7]=1.[C:36]([C:40]1[CH:54]=[CH:53][C:43]([O:44][C:45]2[CH:46]=[C:47]([CH:50]=[CH:51][CH:52]=2)[CH:48]=O)=[CH:42][CH:41]=1)([CH3:39])([CH3:38])[CH3:37].C(O)(=O)C.C(O[BH-](OC(=O)C)OC(=O)C)(=O)C.[Na+]. The catalyst is ClCCCl. The product is [C:36]([C:40]1[CH:54]=[CH:53][C:43]([O:44][C:45]2[CH:46]=[C:47]([CH:50]=[CH:51][CH:52]=2)[CH2:48][NH:33][C:27]2[CH:28]=[CH:29][C:30]([Cl:32])=[CH:31][C:26]=2[C:25]([NH:24][C@@H:4]([CH2:5][C:6]2[CH:7]=[CH:8][C:9]([C:12]3[CH:13]=[CH:14][C:15]([CH:18]4[CH2:19][CH2:20][CH2:21][CH2:22][CH2:23]4)=[CH:16][CH:17]=3)=[CH:10][CH:11]=2)[C:3]([OH:2])=[O:35])=[O:34])=[CH:42][CH:41]=1)([CH3:39])([CH3:37])[CH3:38]. The yield is 0.760.